From a dataset of Forward reaction prediction with 1.9M reactions from USPTO patents (1976-2016). Predict the product of the given reaction. (1) Given the reactants O=[CH:2][CH2:3][CH2:4][CH:5]1[CH2:10][CH2:9][N:8]([C:11]([O:13][C:14]([CH3:17])([CH3:16])[CH3:15])=[O:12])[CH2:7][CH2:6]1.[C:18](=O)([O-])[O-].[K+].[K+].[N+](=C(P(=O)(OC)OC)C(=O)C)=[N-], predict the reaction product. The product is: [CH2:4]([CH:5]1[CH2:10][CH2:9][N:8]([C:11]([O:13][C:14]([CH3:17])([CH3:16])[CH3:15])=[O:12])[CH2:7][CH2:6]1)[CH2:3][C:2]#[CH:18]. (2) Given the reactants I[C:2]1[C:3]([NH2:9])=[N:4][C:5]([NH2:8])=[CH:6][CH:7]=1.[F:10][C:11]1[CH:12]=[CH:13][C:14]([O:20][CH2:21][CH2:22][CH3:23])=[C:15](B(O)O)[CH:16]=1.C(=O)([O-])[O-].[Na+].[Na+].C(P(C(C)(C)C)C(C)(C)C)(C)(C)C, predict the reaction product. The product is: [F:10][C:11]1[CH:16]=[CH:15][C:14]([O:20][CH2:21][CH2:22][CH3:23])=[C:13]([C:2]2[C:3]([NH2:9])=[N:4][C:5]([NH2:8])=[CH:6][CH:7]=2)[CH:12]=1. (3) Given the reactants [F:1][C:2]([F:31])([F:30])[C:3]1[CH:4]=[C:5]([C@H:13]2[O:17][C:16](=[O:18])[N:15]([CH2:19][C:20]3[C:25](Br)=[CH:24][N:23]=[C:22]([S:27][CH3:28])[N:21]=3)[C@H:14]2[CH3:29])[CH:6]=[C:7]([C:9]([F:12])([F:11])[F:10])[CH:8]=1.[F:32][C:33]1[CH:38]=[C:37]([O:39][CH3:40])[C:36](B2OC(C)(C)C(C)(C)O2)=[CH:35][C:34]=1[C:50]1[CH:55]=[CH:54][C:53]([C:56]([O:58][CH3:59])=[O:57])=[CH:52][C:51]=1[CH3:60].C([O-])([O-])=O.[K+].[K+].O1CCOCC1, predict the reaction product. The product is: [F:1][C:2]([F:31])([F:30])[C:3]1[CH:4]=[C:5]([C@H:13]2[O:17][C:16](=[O:18])[N:15]([CH2:19][C:20]3[C:25]([C:36]4[C:37]([O:39][CH3:40])=[CH:38][C:33]([F:32])=[C:34]([C:50]5[CH:55]=[CH:54][C:53]([C:56]([O:58][CH3:59])=[O:57])=[CH:52][C:51]=5[CH3:60])[CH:35]=4)=[CH:24][N:23]=[C:22]([S:27][CH3:28])[N:21]=3)[C@H:14]2[CH3:29])[CH:6]=[C:7]([C:9]([F:12])([F:11])[F:10])[CH:8]=1. (4) Given the reactants [CH3:1][NH:2][C:3]([C:5]1[C:13]2[C:8](=[N:9][C:10]([NH:16][S:17]([CH3:20])(=[O:19])=[O:18])=[C:11]([CH2:14][CH3:15])[CH:12]=2)[O:7][C:6]=1[C:21]1[CH:26]=[CH:25][C:24]([F:27])=[CH:23][CH:22]=1)=[O:4].[Br:28][CH2:29][CH2:30][CH2:31][CH2:32]Br.C(=O)([O-])[O-].[Cs+].[Cs+].O=[N+]([O-])[O-].[O-][N+](=O)[O-].[O-][N+](=O)[O-].[O-][N+](=O)[O-].[O-][N+](=O)[O-].[O-][N+](=O)[O-].[Ce+4].[NH4+].[NH4+], predict the reaction product. The product is: [CH3:1][NH:2][C:3]([C:5]1[C:13]2[C:8](=[N:9][C:10]([N:16]([CH2:32][CH2:31][CH2:30][CH2:29][Br:28])[S:17]([CH3:20])(=[O:19])=[O:18])=[C:11]([CH2:14][CH3:15])[CH:12]=2)[O:7][C:6]=1[C:21]1[CH:22]=[CH:23][C:24]([F:27])=[CH:25][CH:26]=1)=[O:4]. (5) Given the reactants [NH2:1][NH2:2].[Cl:3][C:4]1[CH:5]=[N:6][CH:7]=[C:8]([CH:13]=1)[C:9](OC)=[O:10], predict the reaction product. The product is: [Cl:3][C:4]1[CH:5]=[N:6][CH:7]=[C:8]([CH:13]=1)[C:9]([NH:1][NH2:2])=[O:10].